From a dataset of Reaction yield outcomes from USPTO patents with 853,638 reactions. Predict the reaction yield, written as a fraction of the theoretical maximum amount of product (1.0 means a 100% yield; for example, 0.34 means a 34% yield). The reactants are [Cl:1][C:2]1[CH:3]=[C:4]([NH:9][C:10]2[C:11]3[CH2:18][C:17](=[O:19])[NH:16][C:12]=3[N:13]=[CH:14][N:15]=2)[CH:5]=[CH:6][C:7]=1[F:8].[CH3:20][N:21]1[CH2:26][CH2:25][N:24]([C:27]([C:29]2[NH:33][C:32]([CH:34]=O)=[CH:31][CH:30]=2)=[O:28])[CH2:23][CH2:22]1. The catalyst is N1CCCCC1.C(O)C. The product is [Cl:1][C:2]1[CH:3]=[C:4]([NH:9][C:10]2[C:11]3[C:18](=[CH:34][C:32]4[NH:33][C:29]([C:27]([N:24]5[CH2:23][CH2:22][N:21]([CH3:20])[CH2:26][CH2:25]5)=[O:28])=[CH:30][CH:31]=4)[C:17](=[O:19])[NH:16][C:12]=3[N:13]=[CH:14][N:15]=2)[CH:5]=[CH:6][C:7]=1[F:8]. The yield is 0.840.